Dataset: Peptide-MHC class I binding affinity with 185,985 pairs from IEDB/IMGT. Task: Regression. Given a peptide amino acid sequence and an MHC pseudo amino acid sequence, predict their binding affinity value. This is MHC class I binding data. (1) The peptide sequence is KAPNVISSK. The MHC is HLA-A11:01 with pseudo-sequence HLA-A11:01. The binding affinity (normalized) is 0.820. (2) The peptide sequence is VWAPLILAYFPVF. The MHC is HLA-B40:02 with pseudo-sequence HLA-B40:02. The binding affinity (normalized) is 0. (3) The peptide sequence is KLQPSDTLL. The MHC is HLA-B27:03 with pseudo-sequence HLA-B27:03. The binding affinity (normalized) is 0.0847. (4) The peptide sequence is FTRYRKEAI. The MHC is HLA-B57:01 with pseudo-sequence HLA-B57:01. The binding affinity (normalized) is 0.0847. (5) The binding affinity (normalized) is 0.173. The peptide sequence is GLAIFLPLV. The MHC is HLA-A68:02 with pseudo-sequence HLA-A68:02. (6) The peptide sequence is RLPRYLACL. The MHC is HLA-A02:01 with pseudo-sequence HLA-A02:01. The binding affinity (normalized) is 0.590. (7) The peptide sequence is EEQTDPKTL. The MHC is HLA-B58:01 with pseudo-sequence HLA-B58:01. The binding affinity (normalized) is 0.0847.